Predict the product of the given reaction. From a dataset of Forward reaction prediction with 1.9M reactions from USPTO patents (1976-2016). (1) Given the reactants [CH3:1][O:2][C:3](=[O:36])[C@H:4]([CH:27]1[CH2:30][CH:29]([CH2:31][O:32]COC)[CH2:28]1)[C:5]([C:14]1[CH:19]=[CH:18][C:17]([CH2:20][CH2:21][C:22]([CH3:25])([CH3:24])[CH3:23])=[C:16]([Cl:26])[CH:15]=1)([NH:7][S@](C(C)(C)C)=O)[CH3:6].Cl.CO.[OH-].[Na+].C(=O)([O-])O.[Na+], predict the reaction product. The product is: [CH3:1][O:2][C:3](=[O:36])[C@H:4]([CH:27]1[CH2:28][CH:29]([CH2:31][OH:32])[CH2:30]1)[C:5]([NH2:7])([C:14]1[CH:19]=[CH:18][C:17]([CH2:20][CH2:21][C:22]([CH3:25])([CH3:24])[CH3:23])=[C:16]([Cl:26])[CH:15]=1)[CH3:6]. (2) Given the reactants [CH2:1]=[CH:2][CH3:3].[N:4]1[CH:9]=[CH:8][CH:7]=[CH:6][CH:5]=1, predict the reaction product. The product is: [CH:2]([N:4]1[CH2:9][CH2:8][CH2:7][CH2:6][CH2:5]1)([CH3:3])[CH3:1]. (3) The product is: [OH:1][C:2]1[CH:3]=[CH:4][C:5]2[O:9][C:8]([C:10]3[CH:15]=[CH:14][C:13]([OH:16])=[CH:12][CH:11]=3)=[C:7]([C:17](=[N:21][OH:22])[CH3:18])[C:6]=2[CH:20]=1. Given the reactants [OH:1][C:2]1[CH:3]=[CH:4][C:5]2[O:9][C:8]([C:10]3[CH:15]=[CH:14][C:13]([OH:16])=[CH:12][CH:11]=3)=[C:7]([C:17](=O)[CH3:18])[C:6]=2[CH:20]=1.[NH2:21][OH:22].Cl, predict the reaction product. (4) The product is: [N:18]1[C:10]([NH2:9])=[C:11]2[C:15]([N:14]([C:19]([C@@H:21]([C@H:31]([CH2:44][OH:45])[O:32][CH2:33][P:34]([O:40][CH:41]([CH3:43])[CH3:42])([O:36][CH:37]([CH3:39])[CH3:38])=[O:35])[OH:22])=[O:20])[CH:13]=[N:12]2)=[N:16][CH:17]=1. Given the reactants C([NH:9][C:10]1[N:18]=[CH:17][N:16]=[C:15]2[C:11]=1[N:12]=[CH:13][N:14]2[C:19]([C@@H:21]([C@H:31]([CH2:44][OH:45])[O:32][CH2:33][P:34]([O:40][CH:41]([CH3:43])[CH3:42])([O:36][CH:37]([CH3:39])[CH3:38])=[O:35])[O:22]C(=O)C1C=CC=CC=1)=[O:20])(=O)C1C=CC=CC=1.N, predict the reaction product. (5) The product is: [Cl:1][C:2]1[C:7]([NH:8][S:9]([CH3:12])(=[O:10])=[O:11])=[CH:6][C:5]([C:13]2[CH:14]=[C:15]3[C:20](=[CH:21][CH:22]=2)[N:19]=[CH:18][CH:17]=[C:16]3[CH:23]2[CH2:24][CH2:25][O:26][CH2:27][CH2:28]2)=[CH:4][N:3]=1. Given the reactants [Cl:1][C:2]1[C:7]([NH:8][S:9]([CH3:12])(=[O:11])=[O:10])=[CH:6][C:5]([C:13]2[CH:14]=[C:15]3[C:20](=[CH:21][CH:22]=2)[N:19]=[CH:18][CH:17]=[C:16]3[C:23]2[CH2:24][CH2:25][O:26][CH2:27][CH:28]=2)=[CH:4][N:3]=1, predict the reaction product. (6) Given the reactants [C:1]([NH:20][CH2:21][CH2:22][C:23](O)=[O:24])([C:14]1[CH:19]=[CH:18][CH:17]=[CH:16][CH:15]=1)([C:8]1[CH:13]=[CH:12][CH:11]=[CH:10][CH:9]=1)[C:2]1[CH:7]=[CH:6][CH:5]=[CH:4][CH:3]=1.C(N(CC)CC)C.ClC(OC)=O.S(O)(O)(=O)=O.[NH:43]1[C:50]2[N:46]([N:47]=[CH:48][C:49]=2[NH2:51])[CH2:45][CH2:44]1, predict the reaction product. The product is: [NH:43]1[C:50]2[N:46]([N:47]=[CH:48][C:49]=2[NH:51][C:23](=[O:24])[CH2:22][CH2:21][NH:20][C:1]([C:14]2[CH:15]=[CH:16][CH:17]=[CH:18][CH:19]=2)([C:2]2[CH:7]=[CH:6][CH:5]=[CH:4][CH:3]=2)[C:8]2[CH:9]=[CH:10][CH:11]=[CH:12][CH:13]=2)[CH2:45][CH2:44]1.